This data is from Reaction yield outcomes from USPTO patents with 853,638 reactions. The task is: Predict the reaction yield, written as a fraction of the theoretical maximum amount of product (1.0 means a 100% yield; for example, 0.34 means a 34% yield). (1) The reactants are [F:1][C:2]1[CH:7]=[CH:6][C:5]([C:8]2[C:16]3[C:15]([NH:17][C@H:18]([C:20]4[N:25]([C:26]5[CH:31]=[CH:30][CH:29]=[CH:28][CH:27]=5)[C:24](=[O:32])[C:23]5=[C:33]([CH3:36])[CH:34]=[CH:35][N:22]5[N:21]=4)[CH3:19])=[N:14][CH:13]=[N:12][C:11]=3[N:10](COCC[Si](C)(C)C)[CH:9]=2)=[C:4]([O:45]C)[CH:3]=1.B(Br)(Br)Br.C(=O)(O)[O-].[Na+].N. The catalyst is ClCCl.CO. The product is [F:1][C:2]1[CH:7]=[CH:6][C:5]([C:8]2[C:16]3[C:15]([NH:17][C@H:18]([C:20]4[N:25]([C:26]5[CH:31]=[CH:30][CH:29]=[CH:28][CH:27]=5)[C:24](=[O:32])[C:23]5=[C:33]([CH3:36])[CH:34]=[CH:35][N:22]5[N:21]=4)[CH3:19])=[N:14][CH:13]=[N:12][C:11]=3[NH:10][CH:9]=2)=[C:4]([OH:45])[CH:3]=1. The yield is 0.530. (2) The reactants are Cl.[Cl:2][C:3]1[CH:4]=[N+:5]([O-:35])[CH:6]=[C:7]([Cl:34])[C:8]=1[CH2:9][C@@H:10]([C:19]1[CH:24]=[CH:23][C:22]([O:25][CH:26]([F:28])[F:27])=[C:21]([O:29][CH2:30][CH:31]2[CH2:33][CH2:32]2)[CH:20]=1)[O:11][C:12]([C@@H:14]1[CH2:18][CH2:17][CH2:16][NH:15]1)=[O:13].[C:36]([O:40][C:41]([N:43]([C:48]1[CH:49]=[C:50]([CH:54]=[CH:55][C:56]=1[O:57][CH2:58][CH:59]1[CH2:61][CH2:60]1)[C:51](O)=[O:52])[S:44]([CH3:47])(=[O:46])=[O:45])=[O:42])([CH3:39])([CH3:38])[CH3:37].C(Cl)CCl. The catalyst is CN(C=O)C.CN(C1C=CN=CC=1)C. The product is [C:36]([O:40][C:41]([N:43]([C:48]1[CH:49]=[C:50]([CH:54]=[CH:55][C:56]=1[O:57][CH2:58][CH:59]1[CH2:60][CH2:61]1)[C:51]([N:15]1[CH2:16][CH2:17][CH2:18][C@H:14]1[C:12]([O:11][C@H:10]([C:19]1[CH:24]=[CH:23][C:22]([O:25][CH:26]([F:28])[F:27])=[C:21]([O:29][CH2:30][CH:31]2[CH2:33][CH2:32]2)[CH:20]=1)[CH2:9][C:8]1[C:7]([Cl:34])=[CH:6][N+:5]([O-:35])=[CH:4][C:3]=1[Cl:2])=[O:13])=[O:52])[S:44]([CH3:47])(=[O:46])=[O:45])=[O:42])([CH3:39])([CH3:37])[CH3:38]. The yield is 0.440. (3) The reactants are [NH2:1][C@@H:2]([CH2:33][C:34]1[CH:39]=[CH:38][CH:37]=[CH:36][CH:35]=1)[C@@H:3]([OH:32])[CH2:4][C@@H:5]([NH:19][C:20]([C@@H:22]([NH:27][C:28](=[O:31])[O:29][CH3:30])[C:23]([CH3:26])([CH3:25])[CH3:24])=[O:21])[CH2:6][C:7]1[CH:12]=[CH:11][C:10]([C:13]2[CH:18]=[CH:17][CH:16]=[CH:15][N:14]=2)=[CH:9][CH:8]=1.[CH3:40][C@@H:41]([CH2:58][CH3:59])[C@H:42]([NH:46][C:47]([N:49]([CH3:57])[CH2:50][C:51]1[N:52]=[C:53]([CH3:56])[S:54][CH:55]=1)=[O:48])[C:43](O)=[O:44].CCOP(ON1N=NC2C=CC=CC=2C1=O)(OCC)=O.C(N(CC)C(C)C)(C)C. The catalyst is C1COCC1. The product is [CH3:30][O:29][C:28](=[O:31])[NH:27][C@@H:22]([C:23]([CH3:26])([CH3:25])[CH3:24])[C:20](=[O:21])[NH:19][C@@H:5]([CH2:6][C:7]1[CH:12]=[CH:11][C:10]([C:13]2[CH:18]=[CH:17][CH:16]=[CH:15][N:14]=2)=[CH:9][CH:8]=1)[CH2:4][C@H:3]([OH:32])[C@H:2]([CH2:33][C:34]1[CH:35]=[CH:36][CH:37]=[CH:38][CH:39]=1)[NH:1][C:43](=[O:44])[C@H:42]([CH:41]([CH2:58][CH3:59])[CH3:40])[NH:46][C:47](=[O:48])[N:49]([CH3:57])[CH2:50][C:51]1[N:52]=[C:53]([CH3:56])[S:54][CH:55]=1. The yield is 0.780. (4) The product is [N:7]1([C:13]2[C:30]3[C:17](=[C:18]4[C:27](=[CH:28][CH:29]=3)[C:26]3[C:21](=[CH:22][CH:23]=[CH:24][CH:25]=3)[S:20](=[O:31])(=[O:32])[NH:19]4)[N:16]=[CH:15][CH:14]=2)[CH:11]=[CH:10][CH:9]=[N:8]1. The reactants are CC([O-])(C)C.[K+].[NH:7]1[CH:11]=[CH:10][CH:9]=[N:8]1.Cl[C:13]1[C:30]2[C:17](=[C:18]3[C:27](=[CH:28][CH:29]=2)[C:26]2[C:21](=[CH:22][CH:23]=[CH:24][CH:25]=2)[S:20](=[O:32])(=[O:31])[NH:19]3)[N:16]=[CH:15][CH:14]=1. The yield is 0.290. The catalyst is CS(C)=O. (5) The reactants are COC1C=CC(C[N:8]([C:38]2[S:42][N:41]=[CH:40][N:39]=2)[S:9]([C:12]2[CH:13]=[C:14]3[C:19](=[CH:20][CH:21]=2)[C:18]([C:22]2[CH:27]=[CH:26][C:25]([C:28]([F:31])([F:30])[F:29])=[CH:24][C:23]=2[C:32]2[CH:37]=[CH:36][N:35]=[CH:34][CH:33]=2)=[N:17][CH:16]=[CH:15]3)(=[O:11])=[O:10])=CC=1.C(O)(C(F)(F)F)=O. The catalyst is C(Cl)Cl. The product is [N:35]1[CH:34]=[CH:33][C:32]([C:23]2[CH:24]=[C:25]([C:28]([F:30])([F:29])[F:31])[CH:26]=[CH:27][C:22]=2[C:18]2[C:19]3[C:14](=[CH:13][C:12]([S:9]([NH:8][C:38]4[S:42][N:41]=[CH:40][N:39]=4)(=[O:11])=[O:10])=[CH:21][CH:20]=3)[CH:15]=[CH:16][N:17]=2)=[CH:37][CH:36]=1. The yield is 0.0765. (6) The yield is 0.940. The reactants are [C:1]([O:5][C:6]([C:8]([NH2:12])([OH:11])[CH2:9][CH3:10])=[O:7])([CH3:4])([CH3:3])[CH3:2].[CH3:13][CH:14]([C:28]([OH:30])=[O:29])[C:15]1[CH:16]=[CH:17][C:18]([C:22]2[CH:23]=[CH:24][CH:25]=[CH:26][CH:27]=2)=[C:19]([F:21])[CH:20]=1.CCN=C=NCCCN(C)C.Cl.C(OCC)(=O)C. The product is [C:6]([C:8]([NH2:12])([OH:11])[CH2:9][CH3:10])([O:5][C:1]([CH3:2])([CH3:4])[CH3:3])=[O:7].[CH3:13][CH:14]([C:28]([OH:30])=[O:29])[C:15]1[CH:16]=[CH:17][C:18]([C:22]2[CH:27]=[CH:26][CH:25]=[CH:24][CH:23]=2)=[C:19]([F:21])[CH:20]=1. The catalyst is ClCCl.CN(C1C=CN=CC=1)C. (7) The reactants are [C:1]([C:5]1[O:9][N:8]=[C:7]([NH:10][C:11]([NH:13][C:14]2[CH:19]=[CH:18][CH:17]=[C:16]([S:20][C:21]3[C:30]4[C:25](=[CH:26][C:27]([O:33][CH2:34][CH2:35][CH2:36]Cl)=[C:28]([O:31][CH3:32])[CH:29]=4)[N:24]=[CH:23][N:22]=3)[CH:15]=2)=[O:12])[CH:6]=1)([CH3:4])([CH3:3])[CH3:2].[CH3:38][N:39]1[CH2:44][CH2:43][NH:42][CH2:41][CH2:40]1.C(N(C(C)C)CC)(C)C. The catalyst is CN(C=O)C.[I-].C([N+](CCCC)(CCCC)CCCC)CCC. The product is [C:1]([C:5]1[O:9][N:8]=[C:7]([NH:10][C:11]([NH:13][C:14]2[CH:19]=[CH:18][CH:17]=[C:16]([S:20][C:21]3[C:30]4[C:25](=[CH:26][C:27]([O:33][CH2:34][CH2:35][CH2:36][N:42]5[CH2:43][CH2:44][N:39]([CH3:38])[CH2:40][CH2:41]5)=[C:28]([O:31][CH3:32])[CH:29]=4)[N:24]=[CH:23][N:22]=3)[CH:15]=2)=[O:12])[CH:6]=1)([CH3:4])([CH3:3])[CH3:2]. The yield is 0.320. (8) The reactants are [C:1]([O:13][CH2:14][CH:15]=[CH2:16])(=[O:12])[CH2:2][CH2:3][CH2:4][CH2:5][C:6]([O:8]CC=C)=O.C[Si]([N-][Si](C)(C)C)(C)C.[Li+].C(O)(=O)C. The catalyst is O1CCCC1. The yield is 0.780. The product is [O:8]=[C:6]1[CH2:5][CH2:4][CH2:3][CH:2]1[C:1]([O:13][CH2:14][CH:15]=[CH2:16])=[O:12].